This data is from Forward reaction prediction with 1.9M reactions from USPTO patents (1976-2016). The task is: Predict the product of the given reaction. (1) Given the reactants [Cl:1][C:2]1[N:3]=[C:4]([N:23]2[CH2:28][CH2:27][O:26][CH2:25][CH2:24]2)[C:5]2[S:10][C:9]([CH2:11][N:12]3C(=O)C4C(=CC=CC=4)C3=O)=[CH:8][C:6]=2[N:7]=1.NN.O, predict the reaction product. The product is: [Cl:1][C:2]1[N:3]=[C:4]([N:23]2[CH2:24][CH2:25][O:26][CH2:27][CH2:28]2)[C:5]2[S:10][C:9]([CH2:11][NH2:12])=[CH:8][C:6]=2[N:7]=1. (2) Given the reactants [Cl:1][C:2]1[C:11]2[C:6](=[CH:7][CH:8]=[C:9]([CH:12]([C:14]3[N:18]([CH3:19])[C:17]([CH3:20])=[N:16][CH:15]=3)[OH:13])[CH:10]=2)[N:5]=[C:4]([O:21][CH3:22])[C:3]=1[CH2:23][C:24]1[CH:25]=[N:26][C:27]([C:30]([F:33])([F:32])[F:31])=[CH:28][CH:29]=1.O1CCOCC1.N#N, predict the reaction product. The product is: [Cl:1][C:2]1[C:11]2[C:6](=[CH:7][CH:8]=[C:9]([C:12]([C:14]3[N:18]([CH3:19])[C:17]([CH3:20])=[N:16][CH:15]=3)=[O:13])[CH:10]=2)[N:5]=[C:4]([O:21][CH3:22])[C:3]=1[CH2:23][C:24]1[CH:25]=[N:26][C:27]([C:30]([F:31])([F:32])[F:33])=[CH:28][CH:29]=1.